From a dataset of Catalyst prediction with 721,799 reactions and 888 catalyst types from USPTO. Predict which catalyst facilitates the given reaction. (1) Reactant: Br[C:2]1[CH:7]=[CH:6][CH:5]=[CH:4][C:3]=1[F:8].C([Li])CCC.CON(C)[C:17](=[O:27])[CH2:18][O:19][CH:20]([CH:25]=[CH2:26])[C:21]([F:24])([F:23])[F:22]. Product: [F:8][C:3]1[CH:4]=[CH:5][CH:6]=[CH:7][C:2]=1[C:17](=[O:27])[CH2:18][O:19][CH:20]([CH:25]=[CH2:26])[C:21]([F:23])([F:22])[F:24]. The catalyst class is: 1. (2) The catalyst class is: 5. Product: [CH3:18][N:16]([CH3:17])[C:8]1[CH:7]=[C:6]([CH:3]([OH:5])[CH3:4])[CH:15]=[CH:14][C:9]=1[C:10]([O:12][CH3:13])=[O:11]. Reactant: [BH4-].[Na+].[C:3]([C:6]1[CH:15]=[CH:14][C:9]([C:10]([O:12][CH3:13])=[O:11])=[C:8]([N:16]([CH3:18])[CH3:17])[CH:7]=1)(=[O:5])[CH3:4]. (3) Reactant: [Cl:1][C:2]1[C:7]([F:8])=[C:6]([Cl:9])[CH:5]=[CH:4][C:3]=1[C:10]([N:12]1[CH2:17][CH2:16][NH:15][C:14](=O)[CH2:13]1)=[O:11].F[B-](F)(F)F.C([O+](CC)CC)C.[F:31][C:32]1[C:33]([C:38]([NH:40][NH2:41])=O)=[N:34][CH:35]=[CH:36][CH:37]=1. Product: [Cl:1][C:2]1[C:7]([F:8])=[C:6]([Cl:9])[CH:5]=[CH:4][C:3]=1[C:10]([N:12]1[CH2:17][CH2:16][N:15]2[C:38]([C:33]3[C:32]([F:31])=[CH:37][CH:36]=[CH:35][N:34]=3)=[N:40][N:41]=[C:14]2[CH2:13]1)=[O:11]. The catalyst class is: 4. (4) Reactant: [H-].[Al+3].[Li+].[H-].[H-].[H-].[NH2:7][C:8]1[N:16]=[C:15]([O:17][CH2:18][CH2:19][CH2:20][CH3:21])[N:14]=[C:13]2[C:9]=1[N:10]=[C:11]([O:44][CH3:45])[N:12]2[CH2:22][CH:23]1[CH2:28][CH2:27][CH2:26][N:25]([CH2:29][C:30]2[CH:39]=[CH:38][C:33]([C:34](OC)=[O:35])=[CH:32][C:31]=2[N:40]([CH:42]=O)[CH3:41])[CH2:24]1. The catalyst class is: 7. Product: [NH2:7][C:8]1[N:16]=[C:15]([O:17][CH2:18][CH2:19][CH2:20][CH3:21])[N:14]=[C:13]2[C:9]=1[N:10]=[C:11]([O:44][CH3:45])[N:12]2[CH2:22][CH:23]1[CH2:28][CH2:27][CH2:26][N:25]([CH2:29][C:30]2[CH:39]=[CH:38][C:33]([CH2:34][OH:35])=[CH:32][C:31]=2[N:40]([CH3:42])[CH3:41])[CH2:24]1. (5) Reactant: [C:1]([O:5][C:6]([N:8]([CH3:34])[C:9]1[CH:14]=[CH:13][C:12]([C:15]2[C:16]([C:28]3[CH:33]=[CH:32][CH:31]=[CH:30][CH:29]=3)=[N:17][C:18]3[C:23]([N:24]=2)=[CH:22][C:21]([C:25]([OH:27])=[O:26])=[CH:20][CH:19]=3)=[CH:11][CH:10]=1)=[O:7])([CH3:4])([CH3:3])[CH3:2].[C:35]([O-])([O-])=O.[K+].[K+].CI. Product: [C:1]([O:5][C:6]([N:8]([CH3:34])[C:9]1[CH:10]=[CH:11][C:12]([C:15]2[C:16]([C:28]3[CH:33]=[CH:32][CH:31]=[CH:30][CH:29]=3)=[N:17][C:18]3[C:23]([N:24]=2)=[CH:22][C:21]([C:25]([O:27][CH3:35])=[O:26])=[CH:20][CH:19]=3)=[CH:13][CH:14]=1)=[O:7])([CH3:4])([CH3:3])[CH3:2]. The catalyst class is: 3. (6) Reactant: [C:1]([O:5][C:6]([NH:8][C@@H:9]([CH2:13][CH:14]1[CH2:19][CH2:18][CH2:17][CH2:16][CH2:15]1)[C:10](O)=[O:11])=[O:7])([CH3:4])([CH3:3])[CH3:2]. Product: [C:1]([O:5][C:6](=[O:7])[NH:8][C@H:9]([CH2:10][OH:11])[CH2:13][CH:14]1[CH2:19][CH2:18][CH2:17][CH2:16][CH2:15]1)([CH3:2])([CH3:4])[CH3:3]. The catalyst class is: 7. (7) Reactant: [N:1]([CH2:4][C:5]([CH3:15])([CH3:14])[CH2:6][C:7]1[CH:12]=[CH:11][C:10]([Cl:13])=[CH:9][CH:8]=1)=[N+]=[N-].CP(C)C.O. Product: [Cl:13][C:10]1[CH:9]=[CH:8][C:7]([CH2:6][C:5]([CH3:15])([CH3:14])[CH2:4][NH2:1])=[CH:12][CH:11]=1. The catalyst class is: 7. (8) Reactant: [Cl:1][C:2]1[CH:26]=[CH:25][C:5]([CH2:6][N:7]2[C:15]3[C:10](=[C:11]([NH:17][C:18](=[O:24])[O:19][C:20]([CH3:23])([CH3:22])[CH3:21])[CH:12]=[C:13]([F:16])[CH:14]=3)[CH:9]=[CH:8]2)=[CH:4][CH:3]=1.[Li]CCCC.[C:32](=[O:34])=[O:33]. Product: [C:20]([O:19][C:18]([NH:17][C:11]1[CH:12]=[C:13]([F:16])[CH:14]=[C:15]2[C:10]=1[CH:9]=[CH:8][N:7]2[CH:6]([C:5]1[CH:25]=[CH:26][C:2]([Cl:1])=[CH:3][CH:4]=1)[C:32]([OH:34])=[O:33])=[O:24])([CH3:22])([CH3:23])[CH3:21]. The catalyst class is: 1. (9) Reactant: Br[C:2]1[CH:7]=[CH:6][C:5]([S:8]([N:11]2[CH:15]=[CH:14][C:13](/[CH:16]=[CH:17]/[C:18]([NH:20][O:21][CH:22]3[CH2:27][CH2:26][CH2:25][CH2:24][O:23]3)=[O:19])=[CH:12]2)(=[O:10])=[O:9])=[CH:4][CH:3]=1.[CH3:28][N:29]1[CH:33]=[C:32](B2OC(C)(C)C(C)(C)O2)[CH:31]=[N:30]1.C([O-])([O-])=O.[Na+].[Na+]. Product: [CH3:28][N:29]1[CH:33]=[C:32]([C:2]2[CH:7]=[CH:6][C:5]([S:8]([N:11]3[CH:15]=[CH:14][C:13](/[CH:16]=[CH:17]/[C:18]([NH:20][O:21][CH:22]4[CH2:27][CH2:26][CH2:25][CH2:24][O:23]4)=[O:19])=[CH:12]3)(=[O:10])=[O:9])=[CH:4][CH:3]=2)[CH:31]=[N:30]1. The catalyst class is: 57. (10) Reactant: [N:1]1[CH:5]=[C:4]([C:6]([N:8]2[CH2:13][CH:12]=[C:11]([C:14]3[CH:35]=[CH:34][C:17]([C:18]([NH:20][C:21]([NH:23]C(OCC4C=CC=CC=4)=O)=[NH:22])=[O:19])=[CH:16][C:15]=3[C:36]([F:39])([F:38])[F:37])[CH2:10][CH2:9]2)=[O:7])[NH:3][CH:2]=1. Product: [N:1]1[CH:5]=[C:4]([C:6]([N:8]2[CH2:9][CH:10]=[C:11]([C:14]3[CH:35]=[CH:34][C:17]([C:18]([NH:20][C:21]([NH2:23])=[NH:22])=[O:19])=[CH:16][C:15]=3[C:36]([F:39])([F:37])[F:38])[CH2:12][CH2:13]2)=[O:7])[NH:3][CH:2]=1. The catalyst class is: 29.